Dataset: Forward reaction prediction with 1.9M reactions from USPTO patents (1976-2016). Task: Predict the product of the given reaction. Given the reactants [C:1]([C:3]1[CH:4]=[C:5]([NH:9][C:10](=[O:13])[CH2:11][CH3:12])[CH:6]=[CH:7][CH:8]=1)#[N:2].[F:14][C:15]1[CH:22]=[CH:21][C:18]([CH2:19]Br)=[CH:17][CH:16]=1, predict the reaction product. The product is: [C:1]([C:3]1[CH:4]=[C:5]([N:9]([CH2:19][C:18]2[CH:21]=[CH:22][C:15]([F:14])=[CH:16][CH:17]=2)[C:10](=[O:13])[CH2:11][CH3:12])[CH:6]=[CH:7][CH:8]=1)#[N:2].